From a dataset of NCI-60 drug combinations with 297,098 pairs across 59 cell lines. Regression. Given two drug SMILES strings and cell line genomic features, predict the synergy score measuring deviation from expected non-interaction effect. (1) Drug 1: CC1=C(C=C(C=C1)C(=O)NC2=CC(=CC(=C2)C(F)(F)F)N3C=C(N=C3)C)NC4=NC=CC(=N4)C5=CN=CC=C5. Drug 2: C1C(C(OC1N2C=NC(=NC2=O)N)CO)O. Cell line: MDA-MB-435. Synergy scores: CSS=3.92, Synergy_ZIP=3.16, Synergy_Bliss=5.91, Synergy_Loewe=6.16, Synergy_HSA=2.33. (2) Drug 1: C1=CC=C(C(=C1)C(C2=CC=C(C=C2)Cl)C(Cl)Cl)Cl. Drug 2: C(CCl)NC(=O)N(CCCl)N=O. Cell line: IGROV1. Synergy scores: CSS=2.31, Synergy_ZIP=2.85, Synergy_Bliss=0.476, Synergy_Loewe=0.241, Synergy_HSA=0.900. (3) Drug 1: CC1C(C(=O)NC(C(=O)N2CCCC2C(=O)N(CC(=O)N(C(C(=O)O1)C(C)C)C)C)C(C)C)NC(=O)C3=C4C(=C(C=C3)C)OC5=C(C(=O)C(=C(C5=N4)C(=O)NC6C(OC(=O)C(N(C(=O)CN(C(=O)C7CCCN7C(=O)C(NC6=O)C(C)C)C)C)C(C)C)C)N)C. Drug 2: CC1=C2C(C(=O)C3(C(CC4C(C3C(C(C2(C)C)(CC1OC(=O)C(C(C5=CC=CC=C5)NC(=O)C6=CC=CC=C6)O)O)OC(=O)C7=CC=CC=C7)(CO4)OC(=O)C)O)C)OC(=O)C. Cell line: HCC-2998. Synergy scores: CSS=17.2, Synergy_ZIP=10.9, Synergy_Bliss=12.1, Synergy_Loewe=-1.22, Synergy_HSA=8.69. (4) Drug 1: CN(C)C1=NC(=NC(=N1)N(C)C)N(C)C. Drug 2: N.N.Cl[Pt+2]Cl. Cell line: ACHN. Synergy scores: CSS=-4.71, Synergy_ZIP=1.14, Synergy_Bliss=-2.87, Synergy_Loewe=-8.32, Synergy_HSA=-6.90. (5) Drug 1: C1=CC(=CC=C1CCC2=CNC3=C2C(=O)NC(=N3)N)C(=O)NC(CCC(=O)O)C(=O)O. Drug 2: CC1=C(C(=O)C2=C(C1=O)N3CC4C(C3(C2COC(=O)N)OC)N4)N. Cell line: SNB-75. Synergy scores: CSS=45.7, Synergy_ZIP=-2.16, Synergy_Bliss=-3.57, Synergy_Loewe=-4.93, Synergy_HSA=2.32. (6) Drug 1: C1=CC(=C2C(=C1NCCNCCO)C(=O)C3=C(C=CC(=C3C2=O)O)O)NCCNCCO. Drug 2: CN1C(=O)N2C=NC(=C2N=N1)C(=O)N. Synergy scores: CSS=31.5, Synergy_ZIP=6.65, Synergy_Bliss=6.06, Synergy_Loewe=-35.0, Synergy_HSA=2.66. Cell line: T-47D. (7) Drug 1: CN(C)C1=NC(=NC(=N1)N(C)C)N(C)C. Drug 2: C1=NC2=C(N1)C(=S)N=CN2. Cell line: SK-OV-3. Synergy scores: CSS=-1.51, Synergy_ZIP=-10.6, Synergy_Bliss=-22.5, Synergy_Loewe=-36.2, Synergy_HSA=-23.2. (8) Drug 1: C1=NC2=C(N=C(N=C2N1C3C(C(C(O3)CO)O)F)Cl)N. Drug 2: CC(C)NC(=O)C1=CC=C(C=C1)CNNC.Cl. Cell line: SNB-75. Synergy scores: CSS=-1.83, Synergy_ZIP=0.0346, Synergy_Bliss=0.00411, Synergy_Loewe=-0.106, Synergy_HSA=-0.394. (9) Drug 1: C1CCC(CC1)NC(=O)N(CCCl)N=O. Drug 2: N.N.Cl[Pt+2]Cl. Cell line: SNB-19. Synergy scores: CSS=26.9, Synergy_ZIP=-2.75, Synergy_Bliss=-2.96, Synergy_Loewe=-4.35, Synergy_HSA=-4.94.